This data is from Peptide-MHC class II binding affinity with 134,281 pairs from IEDB. The task is: Regression. Given a peptide amino acid sequence and an MHC pseudo amino acid sequence, predict their binding affinity value. This is MHC class II binding data. (1) The peptide sequence is AETAVNTLFEKLEPM. The MHC is DRB1_0301 with pseudo-sequence DRB1_0301. The binding affinity (normalized) is 0.149. (2) The peptide sequence is GHGCAQPAMERRKHI. The MHC is HLA-DQA10101-DQB10501 with pseudo-sequence HLA-DQA10101-DQB10501. The binding affinity (normalized) is 0. (3) The binding affinity (normalized) is 0.536. The peptide sequence is PDKFLANVSTVLTGK. The MHC is DRB1_1101 with pseudo-sequence DRB1_1101. (4) The peptide sequence is VAANRIQLLALIATN. The MHC is DRB1_0701 with pseudo-sequence DRB1_0701. The binding affinity (normalized) is 0.177.